This data is from Catalyst prediction with 721,799 reactions and 888 catalyst types from USPTO. The task is: Predict which catalyst facilitates the given reaction. (1) Reactant: [CH3:1][N:2]1[C:7](=[O:8])[C:6]2[C:9](C(O)=O)=[C:10]([CH2:12][C:13]3[CH:18]=[CH:17][CH:16]=[CH:15][C:14]=3[C:19]([F:22])([F:21])[F:20])[S:11][C:5]=2[N:4]([CH2:26][CH:27]([CH3:29])[CH3:28])[C:3]1=[O:30].C([N:33](CC)CC)C.C1(P(N=[N+]=[N-])(C2C=CC=CC=2)=O)C=CC=CC=1.ClCCl.CCCC(C)C. Product: [NH2:33][C:9]1[C:6]2[C:7](=[O:8])[N:2]([CH3:1])[C:3](=[O:30])[N:4]([CH2:26][CH:27]([CH3:28])[CH3:29])[C:5]=2[S:11][C:10]=1[CH2:12][C:13]1[CH:18]=[CH:17][CH:16]=[CH:15][C:14]=1[C:19]([F:20])([F:21])[F:22]. The catalyst class is: 107. (2) Reactant: [F:1][C:2]1[C:3]([NH:18][C:19]2[CH:24]=[CH:23][C:22]([I:25])=[CH:21][C:20]=2[F:26])=[C:4]([C:9]([N:11]2[CH2:14][CH:13]([C:15]([OH:17])=O)[CH2:12]2)=[O:10])[CH:5]=[CH:6][C:7]=1[F:8].CN(C(ON1N=NC2C=CC=CC1=2)=[N+](C)C)C.F[P-](F)(F)(F)(F)F.[NH2:51][CH2:52][CH2:53][OH:54].CN1CCOCC1. Product: [F:1][C:2]1[C:3]([NH:18][C:19]2[CH:24]=[CH:23][C:22]([I:25])=[CH:21][C:20]=2[F:26])=[C:4]([C:9]([N:11]2[CH2:12][CH:13]([C:15]([NH:51][CH2:52][CH2:53][OH:54])=[O:17])[CH2:14]2)=[O:10])[CH:5]=[CH:6][C:7]=1[F:8]. The catalyst class is: 695. (3) Reactant: C([O:3][C:4](=O)[CH2:5][C:6]([C@@H:8]1[CH2:13][CH2:12][N:11]([C:14]([O:16][CH3:17])=[O:15])[C@@H:10]([C:18]2[CH:23]=[CH:22][C:21]([C:24]([F:27])([F:26])[F:25])=[CH:20][CH:19]=2)[CH2:9]1)=[O:7])C.[OH-].[Na+].[NH2:31]O.Cl. Product: [O:3]=[C:4]1[CH:5]=[C:6]([C@@H:8]2[CH2:13][CH2:12][N:11]([C:14]([O:16][CH3:17])=[O:15])[C@@H:10]([C:18]3[CH:23]=[CH:22][C:21]([C:24]([F:27])([F:26])[F:25])=[CH:20][CH:19]=3)[CH2:9]2)[O:7][NH:31]1. The catalyst class is: 24. (4) Reactant: [F:1][C:2]([F:23])([F:22])[O:3][C:4]1[CH:9]=[CH:8][C:7]([N:10]2[CH:14]=[N:13][C:12]([C:15]3[CH:21]=[CH:20][C:18]([NH2:19])=[CH:17][CH:16]=3)=[N:11]2)=[CH:6][CH:5]=1.[C:24](=[S:34])(Cl)[O:25][C:26]1[CH:31]=[CH:30][C:29]([F:32])=[CH:28][CH:27]=1.C(N(CC)CC)C. Product: [F:23][C:2]([F:1])([F:22])[O:3][C:4]1[CH:5]=[CH:6][C:7]([N:10]2[CH:14]=[N:13][C:12]([C:15]3[CH:21]=[CH:20][C:18]([NH:19][C:24](=[S:34])[O:25][C:26]4[CH:31]=[CH:30][C:29]([F:32])=[CH:28][CH:27]=4)=[CH:17][CH:16]=3)=[N:11]2)=[CH:8][CH:9]=1. The catalyst class is: 1. (5) Reactant: C[O:2][C:3](=[O:37])[CH:4]([NH:18][C:19]([C:21]1[CH:22]=[N:23][N:24]([C:30]2[CH:35]=[CH:34][C:33]([F:36])=[CH:32][CH:31]=2)[C:25]=1[C:26]([F:29])([F:28])[F:27])=[O:20])[CH2:5][C:6]1[CH:11]=[CH:10][C:9]([C:12]2[CH:17]=[CH:16][CH:15]=[CH:14][CH:13]=2)=[CH:8][CH:7]=1.[Li+].[OH-].C1(C2C=CC=CC=2)C=CC(CC(NC(C2C=NN(C3C=CC(F)=CC=3)C=2[C:59]([F:62])([F:61])[F:60])=O)C(O)=O)=CC=1. Product: [F:36][C:33]1[CH:34]=[CH:35][C:30]([N:24]2[C:25]([C:26]([F:27])([F:29])[F:28])=[C:21]([C:19]([NH:18][C@@H:4]([CH2:5][C:6]3[CH:7]=[CH:8][C:9]([C:12]4[CH:13]=[CH:14][C:15]([C:59]([F:62])([F:61])[F:60])=[CH:16][CH:17]=4)=[CH:10][CH:11]=3)[C:3]([OH:2])=[O:37])=[O:20])[CH:22]=[N:23]2)=[CH:31][CH:32]=1. The catalyst class is: 1. (6) Reactant: [Br:1][C:2]1[S:6][C:5]2=[C:7]([C:10](OCC)=[O:11])[N:8]=[CH:9][N:4]2[CH:3]=1.C1(C)C=CC=CC=1.[H-].C([Al+]CC(C)C)C(C)C.C(C(C(C([O-])=O)O)O)([O-])=O.[Na+].[K+]. Product: [Br:1][C:2]1[S:6][C:5]2=[C:7]([CH2:10][OH:11])[N:8]=[CH:9][N:4]2[CH:3]=1.[Br:1][C:2]1[S:6][C:5]2=[C:7]([CH:10]=[O:11])[N:8]=[CH:9][N:4]2[CH:3]=1. The catalyst class is: 7.